This data is from Forward reaction prediction with 1.9M reactions from USPTO patents (1976-2016). The task is: Predict the product of the given reaction. Given the reactants [CH2:1]([O:3][C:4](=[O:18])[C:5]1[CH:10]=[C:9]([F:11])[CH:8]=[C:7]([C:12]2[CH2:16][CH2:15][CH2:14][C:13]=2Br)[CH:6]=1)[CH3:2].[F:19][C:20]([F:41])([F:40])[C:21]1[CH:22]=[CH:23][C:24]([O:30][CH2:31][C:32]2[CH:37]=[CH:36][C:35]([F:38])=[CH:34][C:33]=2[F:39])=[C:25](B(O)O)[CH:26]=1.B(O)O, predict the reaction product. The product is: [CH2:1]([O:3][C:4](=[O:18])[C:5]1[CH:10]=[C:9]([F:11])[CH:8]=[C:7]([C:12]2[CH2:16][CH2:15][CH2:14][C:13]=2[C:23]2[CH:22]=[C:21]([C:20]([F:40])([F:41])[F:19])[CH:26]=[CH:25][C:24]=2[O:30][CH2:31][C:32]2[CH:37]=[CH:36][C:35]([F:38])=[CH:34][C:33]=2[F:39])[CH:6]=1)[CH3:2].